From a dataset of NCI-60 drug combinations with 297,098 pairs across 59 cell lines. Regression. Given two drug SMILES strings and cell line genomic features, predict the synergy score measuring deviation from expected non-interaction effect. (1) Drug 1: C1=CC(=C2C(=C1NCCNCCO)C(=O)C3=C(C=CC(=C3C2=O)O)O)NCCNCCO. Drug 2: CC12CCC3C(C1CCC2OP(=O)(O)O)CCC4=C3C=CC(=C4)OC(=O)N(CCCl)CCCl.[Na+]. Cell line: NCI-H460. Synergy scores: CSS=29.9, Synergy_ZIP=-3.43, Synergy_Bliss=-7.49, Synergy_Loewe=-21.8, Synergy_HSA=-6.19. (2) Drug 1: CC1=C2C(C(=O)C3(C(CC4C(C3C(C(C2(C)C)(CC1OC(=O)C(C(C5=CC=CC=C5)NC(=O)OC(C)(C)C)O)O)OC(=O)C6=CC=CC=C6)(CO4)OC(=O)C)O)C)O. Drug 2: CN1C2=C(C=C(C=C2)N(CCCl)CCCl)N=C1CCCC(=O)O.Cl. Cell line: HCT-15. Synergy scores: CSS=-2.29, Synergy_ZIP=2.43, Synergy_Bliss=0.933, Synergy_Loewe=-7.16, Synergy_HSA=-3.17. (3) Drug 1: C1=C(C(=O)NC(=O)N1)F. Drug 2: CC1=C2C(C(=O)C3(C(CC4C(C3C(C(C2(C)C)(CC1OC(=O)C(C(C5=CC=CC=C5)NC(=O)C6=CC=CC=C6)O)O)OC(=O)C7=CC=CC=C7)(CO4)OC(=O)C)O)C)OC(=O)C. Cell line: CCRF-CEM. Synergy scores: CSS=23.9, Synergy_ZIP=-13.5, Synergy_Bliss=-19.1, Synergy_Loewe=-17.6, Synergy_HSA=-14.3. (4) Drug 1: CC1=C2C(C(=O)C3(C(CC4C(C3C(C(C2(C)C)(CC1OC(=O)C(C(C5=CC=CC=C5)NC(=O)C6=CC=CC=C6)O)O)OC(=O)C7=CC=CC=C7)(CO4)OC(=O)C)O)C)OC(=O)C. Drug 2: CN(CC1=CN=C2C(=N1)C(=NC(=N2)N)N)C3=CC=C(C=C3)C(=O)NC(CCC(=O)O)C(=O)O. Cell line: SNB-75. Synergy scores: CSS=17.1, Synergy_ZIP=1.35, Synergy_Bliss=0.736, Synergy_Loewe=-11.4, Synergy_HSA=2.99.